The task is: Predict the product of the given reaction.. This data is from Forward reaction prediction with 1.9M reactions from USPTO patents (1976-2016). Given the reactants [CH2:1]([N:8]1[CH2:13][CH2:12][CH:11]([NH:14][C:15]2[C:16](C(NN)=O)=[N:17][CH:18]=[CH:19][N:20]=2)[CH2:10][CH2:9]1)[C:2]1[CH:7]=[CH:6][CH:5]=[CH:4][CH:3]=1.[N:25]([O-])=O.[Na+].[C:29](=[O:32])(O)[O-].[Na+], predict the reaction product. The product is: [O:32]=[C:29]1[N:14]([CH:11]2[CH2:10][CH2:9][N:8]([CH2:1][C:2]3[CH:3]=[CH:4][CH:5]=[CH:6][CH:7]=3)[CH2:13][CH2:12]2)[C:15]2=[N:20][CH:19]=[CH:18][N:17]=[C:16]2[NH:25]1.